Dataset: Retrosynthesis with 50K atom-mapped reactions and 10 reaction types from USPTO. Task: Predict the reactants needed to synthesize the given product. (1) Given the product COc1ccc(COc2cccc3c(N4CCNCC4)ccnc23)cc1, predict the reactants needed to synthesize it. The reactants are: C1CNCCN1.COc1ccc(COc2cccc3c(Cl)ccnc23)cc1. (2) Given the product CN1CC(CCN2CCC2)Cc2nc(Cl)ccc2C1=O, predict the reactants needed to synthesize it. The reactants are: C1CNC1.CN1CC(CCCl)Cc2nc(Cl)ccc2C1=O.